This data is from Forward reaction prediction with 1.9M reactions from USPTO patents (1976-2016). The task is: Predict the product of the given reaction. (1) Given the reactants [NH2:1][C:2]1[CH:7]=[CH:6][C:5]([S:8][CH2:9][C:10]2[CH:15]=[CH:14][CH:13]=[CH:12][CH:11]=2)=[CH:4][C:3]=1/[CH:16]=[CH:17]/[C:18]([O:20][CH2:21][CH3:22])=[O:19].[CH:23]12[O:29][CH:24]1[CH2:25][CH2:26][CH2:27][CH2:28]2, predict the reaction product. The product is: [CH2:9]([S:8][C:5]1[CH:6]=[CH:7][C:2]([NH:1][CH:23]2[CH2:28][CH2:27][CH2:26][CH2:25][CH:24]2[OH:29])=[C:3](/[CH:16]=[CH:17]/[C:18]([O:20][CH2:21][CH3:22])=[O:19])[CH:4]=1)[C:10]1[CH:15]=[CH:14][CH:13]=[CH:12][CH:11]=1. (2) Given the reactants [O:1]=[S:2]1(=[O:13])[C:6]2[CH:7]=[CH:8][C:9]([CH2:11]O)=[CH:10][C:5]=2[CH2:4][CH2:3]1.P(Br)(Br)[Br:15].O, predict the reaction product. The product is: [Br:15][CH2:11][C:9]1[CH:8]=[CH:7][C:6]2[S:2](=[O:13])(=[O:1])[CH2:3][CH2:4][C:5]=2[CH:10]=1. (3) Given the reactants [CH3:1][O:2][C:3]1[CH:4]=[C:5]([CH2:13][CH2:14][C:15](Cl)=[O:16])[CH:6]=[CH:7][C:8]=1[O:9][CH2:10][C:11]#[CH:12].[CH3:18][C:19]1[CH:26]=[CH:25][C:22]([CH2:23][NH2:24])=[CH:21][CH:20]=1.C(N(CC)CC)C.O1CCCC1, predict the reaction product. The product is: [CH3:18][C:19]1[CH:26]=[CH:25][C:22]([CH2:23][NH:24][C:15](=[O:16])[CH2:14][CH2:13][C:5]2[CH:6]=[CH:7][C:8]([O:9][CH2:10][C:11]#[CH:12])=[C:3]([O:2][CH3:1])[CH:4]=2)=[CH:21][CH:20]=1.